Dataset: Full USPTO retrosynthesis dataset with 1.9M reactions from patents (1976-2016). Task: Predict the reactants needed to synthesize the given product. (1) Given the product [C:8]([O:12][CH2:13][CH2:14][CH2:15][CH3:16])(=[O:11])[CH:9]=[CH:10][C:2]1[CH:7]=[CH:6][CH:5]=[CH:4][CH:3]=1, predict the reactants needed to synthesize it. The reactants are: Br[C:2]1[CH:7]=[CH:6][CH:5]=[CH:4][CH:3]=1.[C:8]([O:12][CH2:13][CH2:14][CH2:15][CH3:16])(=[O:11])[CH:9]=[CH2:10]. (2) Given the product [C:36]([O:35][C:33]([N:7]1[CH2:8][CH2:9][C@H:10]([C:11]2[CH:12]=[CH:13][C:14]([O:17][CH2:18][C:19]3[O:23][N:22]=[C:21]([C:24]4[C:29]([F:30])=[CH:28][CH:27]=[C:26]([F:31])[C:25]=4[Cl:32])[CH:20]=3)=[CH:15][CH:16]=2)[C@@H:5]([C:3]([OH:4])=[O:2])[CH2:6]1)=[O:34])([CH3:39])([CH3:37])[CH3:38], predict the reactants needed to synthesize it. The reactants are: C[O:2][C:3]([C@@H:5]1[C@@H:10]([C:11]2[CH:16]=[CH:15][C:14]([O:17][CH2:18][C:19]3[O:23][N:22]=[C:21]([C:24]4[C:29]([F:30])=[CH:28][CH:27]=[C:26]([F:31])[C:25]=4[Cl:32])[CH:20]=3)=[CH:13][CH:12]=2)[CH2:9][CH2:8][N:7]([C:33]([O:35][C:36]([CH3:39])([CH3:38])[CH3:37])=[O:34])[CH2:6]1)=[O:4].[OH-].[Na+].Cl.